Dataset: Forward reaction prediction with 1.9M reactions from USPTO patents (1976-2016). Task: Predict the product of the given reaction. (1) Given the reactants [CH3:1][C:2]1([CH3:43])[CH2:7][CH2:6][CH:5]([C:8](=[O:42])[CH:9]=[CH:10][C:11]2[C:16]([C:17]3[N:18]=[CH:19][N:20](C(C4C=CC=CC=4)(C4C=CC=CC=4)C4C=CC=CC=4)[CH:21]=3)=[CH:15][CH:14]=[CH:13][C:12]=2[F:41])[CH2:4][CH2:3]1.C(O)(=O)C, predict the reaction product. The product is: [CH3:1][C:2]1([CH3:43])[CH2:3][CH2:4][CH:5]([C:8](=[O:42])[CH2:9][CH:10]2[C:11]3[C:16](=[CH:15][CH:14]=[CH:13][C:12]=3[F:41])[C:17]3=[CH:21][N:20]=[CH:19][N:18]23)[CH2:6][CH2:7]1. (2) Given the reactants [Br:1][C:2]1[CH:3]=[C:4]2[C:10](I)=[CH:9][N:8]([S:12]([C:15]3[CH:20]=[CH:19][C:18]([CH3:21])=[CH:17][CH:16]=3)(=[O:14])=[O:13])[C:5]2=[N:6][CH:7]=1.[NH2:22][C:23]([C:25]1[CH:30]=[CH:29][C:28](B(O)O)=[CH:27][CH:26]=1)=[O:24].C([O-])([O-])=O.[Na+].[Na+].O, predict the reaction product. The product is: [Br:1][C:2]1[CH:3]=[C:4]2[C:10]([C:28]3[CH:29]=[CH:30][C:25]([C:23]([NH2:22])=[O:24])=[CH:26][CH:27]=3)=[CH:9][N:8]([S:12]([C:15]3[CH:20]=[CH:19][C:18]([CH3:21])=[CH:17][CH:16]=3)(=[O:14])=[O:13])[C:5]2=[N:6][CH:7]=1. (3) The product is: [C:5]([OH:8])(=[O:7])[CH3:6].[C:9]([OH:12])(=[O:11])[CH3:10].[Cl:41][C:34]1[C:35]([Cl:40])=[C:36]([F:39])[CH:37]=[CH:38][C:33]=1[N:32]1[C:28]([NH:27][CH2:26][C:25]2[C:20]([N:13]3[CH2:19][CH2:18][CH2:17][N:16]([CH:2]([CH3:4])[CH3:1])[CH2:15][CH2:14]3)=[N:21][CH:22]=[CH:23][CH:24]=2)=[N:29][N:30]=[N:31]1. Given the reactants [CH3:1][C:2]([CH3:4])=O.[C:5]([OH:8])(=[O:7])[CH3:6].[C:9]([OH:12])(=[O:11])[CH3:10].[N:13]1([C:20]2[C:25]([CH2:26][NH:27][C:28]3[N:32]([C:33]4[CH:38]=[CH:37][C:36]([F:39])=[C:35]([Cl:40])[C:34]=4[Cl:41])[N:31]=[N:30][N:29]=3)=[CH:24][CH:23]=[CH:22][N:21]=2)[CH2:19][CH2:18][CH2:17][NH:16][CH2:15][CH2:14]1.C(O[BH-](OC(=O)C)OC(=O)C)(=O)C.[Na+], predict the reaction product. (4) Given the reactants Cl[C:2]1[N:3]=[C:4]([NH:15][CH3:16])[C:5]2[N:11]=[C:10]([Cl:12])[N:9]=[C:8]([NH:13][CH3:14])[C:6]=2[N:7]=1.Cl.[CH2:18]([O:20][C:21](=[O:24])[CH2:22][NH2:23])[CH3:19].C(N(CC)C(C)C)(C)C.C([O-])(O)=O.[Na+], predict the reaction product. The product is: [CH2:18]([O:20][C:21](=[O:24])[CH2:22][NH:23][C:2]1[N:3]=[C:4]([NH:15][CH3:16])[C:5]2[N:11]=[C:10]([Cl:12])[N:9]=[C:8]([NH:13][CH3:14])[C:6]=2[N:7]=1)[CH3:19]. (5) Given the reactants C([O:8][N:9]1[C:14]2[N:15]=[CH:16][N:17]=[CH:18][C:13]=2[C:12]([NH:19][CH:20]([C:22]2[CH:27]=[CH:26][CH:25]=[CH:24][CH:23]=2)[CH3:21])=[CH:11][C:10]1=[O:28])C1C=CC=CC=1.[H][H], predict the reaction product. The product is: [OH:8][N:9]1[C:14]2[N:15]=[CH:16][N:17]=[CH:18][C:13]=2[C:12]([NH:19][CH:20]([C:22]2[CH:27]=[CH:26][CH:25]=[CH:24][CH:23]=2)[CH3:21])=[CH:11][C:10]1=[O:28].